From a dataset of Forward reaction prediction with 1.9M reactions from USPTO patents (1976-2016). Predict the product of the given reaction. (1) Given the reactants C([Li])CCC.[CH:6](=[N:8][OH:9])[CH3:7].[CH3:10][C:11]1([CH3:28])[C:16]2[CH:17]=[C:18](/[CH:21]=[CH:22]/[C:23](OC)=O)[CH:19]=[CH:20][C:15]=2[NH:14][C:13](=[O:27])[O:12]1.OS(O)(=O)=O.[OH-].[Na+], predict the reaction product. The product is: [O:9]1[C:23](/[CH:22]=[CH:21]/[C:18]2[CH:19]=[CH:20][C:15]3[NH:14][C:13](=[O:27])[O:12][C:11]([CH3:28])([CH3:10])[C:16]=3[CH:17]=2)=[CH:7][CH:6]=[N:8]1. (2) Given the reactants [OH:1][C@H:2]1[C@@H:6]([OH:7])[CH2:5][N:4]([C:8]([O:10][C:11]([CH3:14])([CH3:13])[CH3:12])=[O:9])[C@@H:3]1[C:15]([O:17][CH3:18])=[O:16].[C:19]1(C)[CH:24]=CC(S([O-])(=O)=O)=C[CH:20]=1.[NH+]1C=CC=CC=1, predict the reaction product. The product is: [CH3:20][C:19]1([CH3:24])[O:7][CH:6]2[CH2:5][N:4]([C:8]([O:10][C:11]([CH3:14])([CH3:13])[CH3:12])=[O:9])[CH:3]([C:15]([O:17][CH3:18])=[O:16])[CH:2]2[O:1]1. (3) Given the reactants Br[C:2]1[CH:14]=[N:13][C:12]2[C:11]3[CH:10]=[CH:9][C:8]([C:15]([O:17][CH3:18])=[O:16])=[CH:7][C:6]=3[N:5]([CH:19]([C:26]3[CH:31]=[CH:30][C:29]([F:32])=[CH:28][CH:27]=3)[CH:20]3[CH2:25][CH2:24][O:23][CH2:22][CH2:21]3)[C:4]=2[CH:3]=1.[CH3:33][C:34]1([CH3:50])[C:38]([CH3:40])([CH3:39])[O:37][B:36]([B:36]2[O:37][C:38]([CH3:40])([CH3:39])[C:34]([CH3:50])([CH3:33])[O:35]2)[O:35]1.CC([O-])=O.[K+], predict the reaction product. The product is: [F:32][C:29]1[CH:28]=[CH:27][C:26]([CH:19]([CH:20]2[CH2:21][CH2:22][O:23][CH2:24][CH2:25]2)[N:5]2[C:6]3[CH:7]=[C:8]([C:15]([O:17][CH3:18])=[O:16])[CH:9]=[CH:10][C:11]=3[C:12]3[N:13]=[CH:14][C:2]([B:36]4[O:37][C:38]([CH3:40])([CH3:39])[C:34]([CH3:50])([CH3:33])[O:35]4)=[CH:3][C:4]2=3)=[CH:31][CH:30]=1.